This data is from Full USPTO retrosynthesis dataset with 1.9M reactions from patents (1976-2016). The task is: Predict the reactants needed to synthesize the given product. (1) Given the product [ClH:7].[ClH:1].[F:2][C:3]1[CH:11]=[C:10]([O:12][CH2:13][CH2:14][CH2:15][N:16]2[CH2:21][CH2:20][CH2:19][CH2:18][CH2:17]2)[CH:9]=[CH:8][C:4]=1[C:5]([N:31]1[CH2:32][CH2:33][N:28]([C:22]2[CH:27]=[CH:26][CH:25]=[CH:24][CH:23]=2)[CH2:29][CH2:30]1)=[O:6], predict the reactants needed to synthesize it. The reactants are: [ClH:1].[F:2][C:3]1[CH:11]=[C:10]([O:12][CH2:13][CH2:14][CH2:15][N:16]2[CH2:21][CH2:20][CH2:19][CH2:18][CH2:17]2)[CH:9]=[CH:8][C:4]=1[C:5]([Cl:7])=[O:6].[C:22]1([N:28]2[CH2:33][CH2:32][NH:31][CH2:30][CH2:29]2)[CH:27]=[CH:26][CH:25]=[CH:24][CH:23]=1.CCN(CC1C=CC=CC=1)CC.C=CC1C=CC=CC=1.C=CC1C=CC(C=C)=CC=1. (2) Given the product [CH3:1][C:2]1[S:6][C:5]2[CH2:7][CH2:8][C:9](=[O:11])[C:4]=2[CH:3]=1, predict the reactants needed to synthesize it. The reactants are: [CH3:1][C:2]1[S:6][C:5]([CH2:7][CH2:8][C:9]([OH:11])=O)=[CH:4][CH:3]=1. (3) Given the product [F:1][C:2]1[C:11]([CH2:12][C:13]2[N:17]3[N:18]=[C:19]([C:22]4[CH:23]=[N:24][N:25]([CH2:27][CH2:28][OH:29])[CH:26]=4)[CH:20]=[CH:21][C:16]3=[N:15][CH:14]=2)=[C:10]([F:36])[CH:9]=[C:8]2[C:3]=1[CH:4]=[CH:5][CH:6]=[N:7]2, predict the reactants needed to synthesize it. The reactants are: [F:1][C:2]1[C:11]([CH2:12][C:13]2[N:17]3[N:18]=[C:19]([C:22]4[CH:23]=[N:24][N:25]([CH2:27][CH2:28][O:29]C5CCCCO5)[CH:26]=4)[CH:20]=[CH:21][C:16]3=[N:15][CH:14]=2)=[C:10]([F:36])[CH:9]=[C:8]2[C:3]=1[CH:4]=[CH:5][CH:6]=[N:7]2.Cl.